From a dataset of Catalyst prediction with 721,799 reactions and 888 catalyst types from USPTO. Predict which catalyst facilitates the given reaction. (1) Reactant: [H-].[Na+].[Br:3][C:4]1[N:9]=[C:8]([NH:10][N:11]=[C:12]2[CH2:18][CH2:17][CH2:16][N:15]([C:19]([O:21][C:22]([CH3:25])([CH3:24])[CH3:23])=[O:20])[CH2:14][CH2:13]2)[CH:7]=[CH:6][CH:5]=1.[CH3:26]I. Product: [Br:3][C:4]1[N:9]=[C:8]([N:10]([CH3:26])[N:11]=[C:12]2[CH2:18][CH2:17][CH2:16][N:15]([C:19]([O:21][C:22]([CH3:25])([CH3:24])[CH3:23])=[O:20])[CH2:14][CH2:13]2)[CH:7]=[CH:6][CH:5]=1. The catalyst class is: 31. (2) Reactant: [CH2:1]([O:5][C:6]1[CH:29]=[CH:28][C:9]([C:10]([C:12]2[CH:13]=[CH:14][C:15]([O:23][CH2:24][CH:25]([CH3:27])[CH3:26])=[C:16]([CH2:18][C:19]([O:21]C)=[O:20])[CH:17]=2)=[O:11])=[C:8]([O:30][CH2:31][CH2:32][CH:33]([CH3:35])[CH3:34])[CH:7]=1)[CH:2]([CH3:4])[CH3:3].[OH-].[Na+].C(Cl)(Cl)Cl.Cl. Product: [CH2:1]([O:5][C:6]1[CH:29]=[CH:28][C:9]([C:10]([C:12]2[CH:13]=[CH:14][C:15]([O:23][CH2:24][CH:25]([CH3:26])[CH3:27])=[C:16]([CH2:18][C:19]([OH:21])=[O:20])[CH:17]=2)=[O:11])=[C:8]([O:30][CH2:31][CH2:32][CH:33]([CH3:35])[CH3:34])[CH:7]=1)[CH:2]([CH3:3])[CH3:4]. The catalyst class is: 24.